From a dataset of Forward reaction prediction with 1.9M reactions from USPTO patents (1976-2016). Predict the product of the given reaction. (1) Given the reactants [NH2:1][C@@H:2]([C:4]1[N:5]([C:16]2[CH:21]=[CH:20][C:19]([O:22][CH2:23][CH3:24])=[CH:18][CH:17]=2)[C:6](=[O:15])[C:7]2[CH2:13][CH2:12][CH2:11][N:10]([CH3:14])[C:8]=2[N:9]=1)[CH3:3].FC(F)(F)[C:27]([OH:29])=[O:28], predict the reaction product. The product is: [C:7]([O:29][C:27](=[O:28])[NH:1][C@@H:2]([C:4]1[N:5]([C:16]2[CH:17]=[CH:18][C:19]([O:22][CH2:23][CH3:24])=[CH:20][CH:21]=2)[C:6](=[O:15])[C:7]2[CH2:13][CH2:12][CH2:11][N:10]([CH3:14])[C:8]=2[N:9]=1)[CH3:3])([CH3:13])([CH3:8])[CH3:6]. (2) Given the reactants C([O:3][C:4](=[O:21])[C:5]([S:12][C:13]1[CH:18]=[CH:17][C:16]([O:19][CH3:20])=[CH:15][CH:14]=1)([CH3:11])[CH2:6][CH:7]=[C:8]([CH3:10])[CH3:9])C, predict the reaction product. The product is: [CH3:20][O:19][C:16]1[CH:15]=[CH:14][C:13]([S:12][C:5]([CH3:11])([CH:6]=[CH:7][CH:8]([CH3:9])[CH3:10])[C:4]([OH:21])=[O:3])=[CH:18][CH:17]=1. (3) The product is: [C:13]([O:12][C:10]([N:1]1[C:9]2[C:4](=[CH:5][CH:6]=[CH:7][CH:8]=2)[CH:3]=[C:2]1[B:34]([OH:35])[OH:33])=[O:11])([CH3:16])([CH3:15])[CH3:14]. Given the reactants [NH:1]1[C:9]2[C:4](=[CH:5][CH:6]=[CH:7][CH:8]=2)[CH:3]=[CH:2]1.[C:10](O[C:10]([O:12][C:13]([CH3:16])([CH3:15])[CH3:14])=[O:11])([O:12][C:13]([CH3:16])([CH3:15])[CH3:14])=[O:11].C([N-]C(C)C)(C)C.C[O:33][B:34](OC)[O:35]C, predict the reaction product. (4) Given the reactants I[C:2]1[CH:7]=[CH:6][C:5]([C:8]2[N:9]([C:19]3[CH:20]=[N:21][CH:22]=[CH:23][CH:24]=3)[CH:10]=[C:11]([C:13]3[CH:18]=[CH:17][CH:16]=[CH:15][N:14]=3)[N:12]=2)=[CH:4][CH:3]=1.[CH3:25][C:26]1[N:27]=[CH:28][NH:29][CH:30]=1.C([O-])([O-])=O.[Cs+].[Cs+].CN(C)[C@@H]1CCCC[C@H]1N, predict the reaction product. The product is: [CH3:25][C:26]1[N:27]=[CH:28][N:29]([C:2]2[CH:7]=[CH:6][C:5]([C:8]3[N:9]([C:19]4[CH:20]=[N:21][CH:22]=[CH:23][CH:24]=4)[CH:10]=[C:11]([C:13]4[CH:18]=[CH:17][CH:16]=[CH:15][N:14]=4)[N:12]=3)=[CH:4][CH:3]=2)[CH:30]=1.